From a dataset of Catalyst prediction with 721,799 reactions and 888 catalyst types from USPTO. Predict which catalyst facilitates the given reaction. (1) Reactant: [CH:1]([O:4][CH:5]([C:8]1[CH:9]=[N:10][C:11]([CH3:14])=[N:12][CH:13]=1)[C:6]#[N:7])([CH3:3])[CH3:2].N. Product: [CH:1]([O:4][CH:5]([C:8]1[CH:9]=[N:10][C:11]([CH3:14])=[N:12][CH:13]=1)[CH2:6][NH2:7])([CH3:3])[CH3:2]. The catalyst class is: 94. (2) Reactant: [CH2:1]([C:3]1[C:22]([CH3:23])=[CH:21][C:6]2[NH:7][C:8]([C:10]3[C:18]4[C:13](=[CH:14][CH:15]=[C:16]([C:19]#[N:20])[CH:17]=4)[NH:12][N:11]=3)=[N:9][C:5]=2[CH:4]=1)[CH3:2].C(=O)([O-])[O-:25].[Na+].[Na+].[ClH:30]. Product: [ClH:30].[ClH:30].[CH2:1]([C:3]1[C:22]([CH3:23])=[CH:21][C:6]2[NH:7][C:8]([C:10]3[C:18]4[C:13](=[CH:14][CH:15]=[C:16]([C:19]([NH2:20])=[O:25])[CH:17]=4)[NH:12][N:11]=3)=[N:9][C:5]=2[CH:4]=1)[CH3:2]. The catalyst class is: 15. (3) Reactant: Cl[C:2]1[C:3]2[CH:10]=[C:9]([C:11]3[CH:16]=[CH:15][C:14]([N:17]4[CH2:22][CH2:21][O:20][CH2:19][CH2:18]4)=[CH:13][CH:12]=3)[NH:8][C:4]=2[N:5]=[CH:6][N:7]=1.[C:23]([C:25]1[CH:26]=[CH:27][C:28]([O:34][CH3:35])=[C:29](B(O)O)[CH:30]=1)#[N:24].C([O-])([O-])=O.[Na+].[Na+].C(#N)C.O. Product: [CH3:35][O:34][C:28]1[CH:29]=[CH:30][C:25]([C:23]#[N:24])=[CH:26][C:27]=1[C:2]1[C:3]2[CH:10]=[C:9]([C:11]3[CH:16]=[CH:15][C:14]([N:17]4[CH2:22][CH2:21][O:20][CH2:19][CH2:18]4)=[CH:13][CH:12]=3)[NH:8][C:4]=2[N:5]=[CH:6][N:7]=1. The catalyst class is: 3. (4) The catalyst class is: 12. Product: [Cl:37][C:34]1[CH:33]=[CH:32][C:31]([C:21]2[N:20]([CH:13]([CH:14]3[CH2:19][CH2:18][CH2:17][CH2:16][CH2:15]3)[CH2:12][O:11][C:8]3[CH:9]=[CH:10][C:5]([C:4]([OH:38])=[O:3])=[CH:6][CH:7]=3)[C:24]3[CH:25]=[C:26]([F:30])[C:27]([F:29])=[CH:28][C:23]=3[N:22]=2)=[CH:36][CH:35]=1. Reactant: C([O:3][C:4](=[O:38])[C:5]1[CH:10]=[CH:9][C:8]([O:11][CH2:12][CH:13]([N:20]2[C:24]3[CH:25]=[C:26]([F:30])[C:27]([F:29])=[CH:28][C:23]=3[N:22]=[C:21]2[C:31]2[CH:36]=[CH:35][C:34]([Cl:37])=[CH:33][CH:32]=2)[CH:14]2[CH2:19][CH2:18][CH2:17][CH2:16][CH2:15]2)=[CH:7][CH:6]=1)C.O.[OH-].[Li+].O. (5) Reactant: [H-].[Al+3].[Li+].[H-].[H-].[H-].C[C:8]1[C:13]([C:14]([O-])=[O:15])=[C:12](C)[C:11]([C:18]([O-])=[O:19])=[C:10](C)[C:9]=1[C:22]([O-])=[O:23].O.[OH-].[Na+]. Product: [OH:15][CH2:14][C:13]1[CH:12]=[C:11]([CH2:18][OH:19])[CH:10]=[C:9]([CH2:22][OH:23])[CH:8]=1. The catalyst class is: 1. (6) Reactant: [CH2:1]([O:3][C:4]([C:6]1[S:10][C:9]([NH2:11])=[N:8][CH:7]=1)=[O:5])[CH3:2].[C:12]([O:16][C:17]([O:19]C(OC(C)(C)C)=O)=[O:18])([CH3:15])([CH3:14])[CH3:13].O1CCC[CH2:28]1. Product: [CH2:1]([O:3][C:4]([C:6]1[S:10][C:9]([NH:11][O:19][C:17]([O:16][C:12]([CH3:15])([CH3:14])[CH3:13])=[O:18])=[N:8][C:7]=1[CH3:28])=[O:5])[CH3:2]. The catalyst class is: 277. (7) Reactant: [C:1]([O:6]CC)(=O)[CH:2]=[N:3][OH:4].[CH:9]12[CH2:16][CH:13]([CH2:14][CH2:15]1)[CH2:12][N:11]([CH2:17][CH2:18][NH2:19])[CH2:10]2. Product: [CH:13]12[CH2:16][CH:9]([CH2:15][CH2:14]1)[CH2:10][N:11]([CH2:17][CH2:18][NH:19][C:1](=[O:6])[CH:2]=[N:3][OH:4])[CH2:12]2. The catalyst class is: 8. (8) The catalyst class is: 7. Reactant: C[O:2][C:3]([C:5]1[O:6][C:7]([CH3:29])=[C:8]([CH2:10][N:11]([C:13]2[CH:18]=[CH:17][C:16]([C:19]3[CH:24]=[CH:23][C:22]([O:25][CH:26]([F:28])[F:27])=[CH:21][CH:20]=3)=[CH:15][CH:14]=2)[CH3:12])[CH:9]=1)=[O:4].FC(F)(F)C(O)=O. Product: [F:28][CH:26]([F:27])[O:25][C:22]1[CH:21]=[CH:20][C:19]([C:16]2[CH:15]=[CH:14][C:13]([N:11]([CH2:10][C:8]3[CH:9]=[C:5]([C:3]([OH:4])=[O:2])[O:6][C:7]=3[CH3:29])[CH3:12])=[CH:18][CH:17]=2)=[CH:24][CH:23]=1. (9) Reactant: [N:1]1[CH:6]=[C:5]([CH2:7][C:8]2[C:9](=[O:15])[NH:10][C:11](=[S:14])[NH:12][CH:13]=2)[CH:4]=[N:3][CH:2]=1.CCN(C(C)C)C(C)C.Cl[CH2:26][C:27]1[CH:28]=[CH:29][C:30]([O:35][C:36]2[CH:41]=[CH:40][C:39]([F:42])=[C:38]([C:43]([F:46])([F:45])[F:44])[CH:37]=2)=[C:31]([CH:34]=1)[C:32]#[N:33]. Product: [F:42][C:39]1[CH:40]=[CH:41][C:36]([O:35][C:30]2[CH:29]=[CH:28][C:27]([CH2:26][S:14][C:11]3[NH:12][CH:13]=[C:8]([CH2:7][C:5]4[CH:6]=[N:1][CH:2]=[N:3][CH:4]=4)[C:9](=[O:15])[N:10]=3)=[CH:34][C:31]=2[C:32]#[N:33])=[CH:37][C:38]=1[C:43]([F:44])([F:45])[F:46]. The catalyst class is: 2.